Task: Predict the reactants needed to synthesize the given product.. Dataset: Full USPTO retrosynthesis dataset with 1.9M reactions from patents (1976-2016) (1) Given the product [F:33][C:34]([F:39])([F:38])[C:35]([OH:37])=[O:36].[CH3:1][O:2][C:3]1[N:4]=[C:5]2[CH:32]=[CH:31][CH:30]=[CH:29][N:6]2[C:7](=[O:28])[C:8]=1[C:9]1[CH:10]=[CH:11][C:12]([NH:15][CH:16]2[CH2:20][CH2:19][NH:18][CH2:17]2)=[CH:13][CH:14]=1, predict the reactants needed to synthesize it. The reactants are: [CH3:1][O:2][C:3]1[N:4]=[C:5]2[CH:32]=[CH:31][CH:30]=[CH:29][N:6]2[C:7](=[O:28])[C:8]=1[C:9]1[CH:14]=[CH:13][C:12]([NH:15][CH:16]2[CH2:20][CH2:19][N:18](C(OC(C)(C)C)=O)[CH2:17]2)=[CH:11][CH:10]=1.[F:33][C:34]([F:39])([F:38])[C:35]([OH:37])=[O:36]. (2) Given the product [F:15][C:16]1[CH:21]=[C:20]([C:2]2[C:3]([O:8][CH:9]3[CH2:14][CH2:13][NH:12][CH2:11][CH2:10]3)=[N:4][CH:5]=[CH:6][CH:7]=2)[CH:19]=[CH:18][C:17]=1[C:31]1[CH:36]=[N:35][C:34]([NH2:37])=[N:33][CH:32]=1, predict the reactants needed to synthesize it. The reactants are: Br[C:2]1[C:3]([O:8][CH:9]2[CH2:14][CH2:13][NH:12][CH2:11][CH2:10]2)=[N:4][CH:5]=[CH:6][CH:7]=1.[F:15][C:16]1[CH:21]=[C:20](B2OC(C)(C)C(C)(C)O2)[CH:19]=[CH:18][C:17]=1[C:31]1[CH:32]=[N:33][C:34]([NH2:37])=[N:35][CH:36]=1.